Dataset: NCI-60 drug combinations with 297,098 pairs across 59 cell lines. Task: Regression. Given two drug SMILES strings and cell line genomic features, predict the synergy score measuring deviation from expected non-interaction effect. (1) Drug 1: C1=CC(=CC=C1C#N)C(C2=CC=C(C=C2)C#N)N3C=NC=N3. Drug 2: C1=CN(C=N1)CC(O)(P(=O)(O)O)P(=O)(O)O. Cell line: HOP-92. Synergy scores: CSS=-4.24, Synergy_ZIP=0.385, Synergy_Bliss=-3.02, Synergy_Loewe=-4.67, Synergy_HSA=-4.59. (2) Drug 1: CS(=O)(=O)OCCCCOS(=O)(=O)C. Drug 2: CC1C(C(CC(O1)OC2CC(CC3=C2C(=C4C(=C3O)C(=O)C5=C(C4=O)C(=CC=C5)OC)O)(C(=O)CO)O)N)O.Cl. Cell line: SK-MEL-2. Synergy scores: CSS=33.6, Synergy_ZIP=-3.16, Synergy_Bliss=-6.10, Synergy_Loewe=-26.6, Synergy_HSA=-5.37.